From a dataset of Forward reaction prediction with 1.9M reactions from USPTO patents (1976-2016). Predict the product of the given reaction. (1) Given the reactants [F:1][C:2]([F:14])([F:13])[C:3]1[CH:12]=[CH:11][C:6]2[N:7]=[C:8]([NH2:10])[S:9][C:5]=2[CH:4]=1.[F:15][C:16]([F:27])([F:26])[C:17]1[CH:18]=[C:19]([CH:23]=[CH:24][CH:25]=1)[C:20](Cl)=[O:21].Br[CH:29]([CH2:34][CH3:35])[C:30]([O:32]C)=[O:31].COC1C=CC2N=C(N)SC=2C=1.ClC1C=C(C=CC=1)C(Cl)=O.BrCC(OCC)=O, predict the reaction product. The product is: [F:14][C:2]([F:1])([F:13])[C:3]1[CH:12]=[CH:11][C:6]2[N:7]([CH:29]([CH2:34][CH3:35])[C:30]([OH:32])=[O:31])[C:8](=[N:10][C:20](=[O:21])[C:19]3[CH:23]=[CH:24][CH:25]=[C:17]([C:16]([F:27])([F:26])[F:15])[CH:18]=3)[S:9][C:5]=2[CH:4]=1. (2) Given the reactants C(OC(=O)[NH:7][CH2:8][CH2:9][C:10](=[O:17])[NH:11][C:12]1[CH:16]=[CH:15][O:14][N:13]=1)(C)(C)C.[ClH:19], predict the reaction product. The product is: [ClH:19].[NH2:7][CH2:8][CH2:9][C:10]([NH:11][C:12]1[CH:16]=[CH:15][O:14][N:13]=1)=[O:17]. (3) Given the reactants C([O:3][C:4]([C:6]1[C:7]([C:12]2[CH:17]=[C:16]([F:18])[CH:15]=[CH:14][C:13]=2[F:19])=[N:8][O:9][C:10]=1[CH3:11])=O)C.C(OC(C1C(C2C=CC=CC=2F)=NOC=1C)=O)C, predict the reaction product. The product is: [F:19][C:13]1[CH:14]=[CH:15][C:16]([F:18])=[CH:17][C:12]=1[C:7]1[C:6]([CH2:4][OH:3])=[C:10]([CH3:11])[O:9][N:8]=1. (4) Given the reactants [Br:1][C:2]1[C:3]([NH2:9])=[N:4][CH:5]=[C:6]([Br:8])[CH:7]=1.[Cl:10][CH2:11][C:12](=O)[CH2:13][C:14]([O:16][CH3:17])=[O:15], predict the reaction product. The product is: [ClH:10].[Br:8][C:6]1[CH:7]=[C:2]([Br:1])[C:3]2[N:4]([CH:11]=[C:12]([CH2:13][C:14]([O:16][CH3:17])=[O:15])[N:9]=2)[CH:5]=1. (5) The product is: [NH2:1][C:2]1[C:11]2[C:6](=[CH:7][CH:8]=[CH:9][C:10]=2[O:12][CH2:13][C:14]([CH3:16])([NH:17][C:24](=[O:27])[CH2:25][CH3:26])[CH3:15])[N:5]=[C:4]([CH3:18])[C:3]=1[C:19]([O:21][CH2:22][CH3:23])=[O:20]. Given the reactants [NH2:1][C:2]1[C:11]2[C:6](=[CH:7][CH:8]=[CH:9][C:10]=2[O:12][CH2:13][C:14]([NH2:17])([CH3:16])[CH3:15])[N:5]=[C:4]([CH3:18])[C:3]=1[C:19]([O:21][CH2:22][CH3:23])=[O:20].[C:24](O)(=[O:27])[CH2:25][CH3:26], predict the reaction product.